Dataset: Cav3 T-type calcium channel HTS with 100,875 compounds. Task: Binary Classification. Given a drug SMILES string, predict its activity (active/inactive) in a high-throughput screening assay against a specified biological target. (1) The result is 0 (inactive). The compound is s1c2nc3n(nc(N4CCCCC4)cc3)c(=O)c2c(c1C)C. (2) The molecule is O=c1[nH]c(=O)n(c2nc(n(CCCc3ccccc3)c12)NCc1ccccc1)C. The result is 0 (inactive). (3) The molecule is Clc1ccc(OCCn2c3c(nc2c2occc2)cccc3)cc1. The result is 1 (active). (4) The drug is O=c1n(C(CC)C)cnc2n(c3nc4c(nc3c12)cccc4)Cc1cc2OCOc2cc1. The result is 0 (inactive). (5) The molecule is S(=O)(=O)(N(CC(=O)NCCCC)c1cc(F)ccc1)C. The result is 0 (inactive). (6) The result is 0 (inactive). The molecule is s1c(N(CCC#N)CCC#N)nnc1c1ccccc1.